This data is from Forward reaction prediction with 1.9M reactions from USPTO patents (1976-2016). The task is: Predict the product of the given reaction. (1) The product is: [Cl:21][C:22]1[N:27]=[C:26]([N:12]2[C:11]3[CH:13]=[CH:14][CH:15]=[CH:16][C:10]=3[N:9]=[C:8]2[O:7][C:6]2[CH:17]=[CH:18][CH:19]=[CH:20][C:5]=2[O:4][CH3:3])[CH:25]=[CH:24][N:23]=1. Given the reactants [H-].[Na+].[CH3:3][O:4][C:5]1[CH:20]=[CH:19][CH:18]=[CH:17][C:6]=1[O:7][C:8]1[NH:12][C:11]2[CH:13]=[CH:14][CH:15]=[CH:16][C:10]=2[N:9]=1.[Cl:21][C:22]1[N:27]=[C:26](Cl)[CH:25]=[CH:24][N:23]=1.[Cl-].[NH4+], predict the reaction product. (2) Given the reactants Cl.[F:2][C:3]([F:25])([F:24])[C:4]1[CH:22]=[C:21]([F:23])[CH:20]=[CH:19][C:5]=1[CH:6]([O:14][CH:15]1[CH2:18][NH:17][CH2:16]1)[C:7]1[CH:12]=[CH:11][C:10]([Cl:13])=[CH:9][CH:8]=1.[N-:26]=[C:27]=[O:28], predict the reaction product. The product is: [F:25][C:3]([F:2])([F:24])[C:4]1[CH:22]=[C:21]([F:23])[CH:20]=[CH:19][C:5]=1[CH:6]([O:14][CH:15]1[CH2:18][N:17]([C:27]([NH:26][CH:4]2[CH2:22][CH2:21][CH2:20][CH2:19][CH2:5]2)=[O:28])[CH2:16]1)[C:7]1[CH:12]=[CH:11][C:10]([Cl:13])=[CH:9][CH:8]=1. (3) Given the reactants Cl.C(O[C:5]([C:7]1[C:11]([C:12]2[CH:17]=[CH:16][CH:15]=[CH:14][CH:13]=2)=[CH:10][S:9][C:8]=1[NH2:18])=[O:6])C.[C:19]([CH2:21][C:22]([O:24][CH2:25][CH3:26])=[O:23])#[N:20], predict the reaction product. The product is: [CH2:25]([O:24][C:22](=[O:23])[CH2:21][C:19]1[NH:20][C:5](=[O:6])[C:7]2[C:11]([C:12]3[CH:13]=[CH:14][CH:15]=[CH:16][CH:17]=3)=[CH:10][S:9][C:8]=2[N:18]=1)[CH3:26]. (4) Given the reactants [C:1]([Si:3]([CH3:6])([CH3:5])[CH3:4])#[CH:2].[Cl:7][C:8]1[N:25]=[CH:24][CH:23]=[C:22](I)[C:9]=1[C:10]([NH:12][CH2:13][C:14]1[CH:19]=[CH:18][C:17]([F:20])=[C:16]([F:21])[CH:15]=1)=[O:11], predict the reaction product. The product is: [Cl:7][C:8]1[N:25]=[CH:24][CH:23]=[C:22]([C:2]#[C:1][Si:3]([CH3:6])([CH3:5])[CH3:4])[C:9]=1[C:10]([NH:12][CH2:13][C:14]1[CH:19]=[CH:18][C:17]([F:20])=[C:16]([F:21])[CH:15]=1)=[O:11]. (5) Given the reactants Cl.[NH2:2][CH2:3][C:4](=[O:14])[CH2:5][C:6]1[CH:11]=[C:10]([Br:12])[CH:9]=[CH:8][C:7]=1[Cl:13].O.[C:16](Cl)(=[O:23])[C:17]1[CH:22]=[CH:21][CH:20]=[CH:19][CH:18]=1.C(=O)([O-])O.[Na+], predict the reaction product. The product is: [C:16]([NH:2][CH2:3][C:4](=[O:14])[CH2:5][C:6]1[CH:11]=[C:10]([Br:12])[CH:9]=[CH:8][C:7]=1[Cl:13])(=[O:23])[C:17]1[CH:22]=[CH:21][CH:20]=[CH:19][CH:18]=1. (6) Given the reactants [I:1][C:2]1[CH:9]=[CH:8][C:5]([CH:6]=[O:7])=[CH:4][CH:3]=1.O.C[CH2:12][O:13]CC.[CH3:16]O, predict the reaction product. The product is: [I:1][C:2]1[CH:9]=[CH:8][C:5]([CH:6]([O:13][CH3:12])[O:7][CH3:16])=[CH:4][CH:3]=1.